From a dataset of Forward reaction prediction with 1.9M reactions from USPTO patents (1976-2016). Predict the product of the given reaction. (1) Given the reactants C([O:3][C:4](=O)[CH2:5][C@H:6]1[CH2:11][CH2:10][C@H:9]([NH:12][C:13]([O:15][C:16]([CH3:19])([CH3:18])[CH3:17])=[O:14])[CH2:8][CH2:7]1)C.[H-].C([Al+]CC(C)C)C(C)C.O, predict the reaction product. The product is: [C:16]([O:15][C:13](=[O:14])[NH:12][C@H:9]1[CH2:8][CH2:7][C@H:6]([CH2:5][CH:4]=[O:3])[CH2:11][CH2:10]1)([CH3:19])([CH3:17])[CH3:18]. (2) Given the reactants [F:1][C:2]1[CH:3]=[C:4]([C:9]2[O:10][C:11]3[CH:17]=[C:16]([O:18][CH2:19][C@@H:20]([NH:22][C:23](=[O:25])[CH3:24])[CH3:21])[CH:15]=[CH:14][C:12]=3[N:13]=2)[CH:5]=[CH:6][C:7]=1[OH:8].[CH3:26]I, predict the reaction product. The product is: [F:1][C:2]1[CH:3]=[C:4]([C:9]2[O:10][C:11]3[CH:17]=[C:16]([O:18][CH2:19][C@@H:20]([NH:22][C:23](=[O:25])[CH3:24])[CH3:21])[CH:15]=[CH:14][C:12]=3[N:13]=2)[CH:5]=[CH:6][C:7]=1[O:8][CH3:26]. (3) Given the reactants [CH3:1][N:2]1[C:6]([C:7]2[CH:8]=[CH:9][C:10]3[NH:19][C:18](=O)[O:17][C:13]4([CH2:16][CH2:15][CH2:14]4)[C:11]=3[CH:12]=2)=[CH:5][CH:4]=[C:3]1[C:21]#[N:22].COC1C=CC(P2(SP(C3C=CC(OC)=CC=3)(=S)S2)=[S:32])=CC=1.C(=O)([O-])[O-].[Na+].[Na+], predict the reaction product. The product is: [CH3:1][N:2]1[C:6]([C:7]2[CH:8]=[CH:9][C:10]3[NH:19][C:18](=[S:32])[O:17][C:13]4([CH2:16][CH2:15][CH2:14]4)[C:11]=3[CH:12]=2)=[CH:5][CH:4]=[C:3]1[C:21]#[N:22].